Dataset: Full USPTO retrosynthesis dataset with 1.9M reactions from patents (1976-2016). Task: Predict the reactants needed to synthesize the given product. (1) Given the product [CH3:13][C:11]1[CH:10]=[C:9]([C:14]2[CH:22]=[CH:21][CH:20]=[C:19]3[C:15]=2[CH:16]=[C:17]([CH3:23])[CH2:18]3)[CH:8]=[C:7]([CH3:6])[CH:12]=1, predict the reactants needed to synthesize it. The reactants are: [Si](Cl)(Cl)(C)C.[CH3:6][C:7]1[CH:8]=[C:9]([C:14]2[CH:22]=[CH:21][CH:20]=[C:19]3[C:15]=2[CH:16]=[C:17]([CH3:23])[CH-:18]3)[CH:10]=[C:11]([CH3:13])[CH:12]=1.[Li+]. (2) The reactants are: [OH:1][C:2]1[CH:11]=[CH:10][C:9]2[N:8]=[C:7]([NH:12][CH2:13][C:14]3[CH:19]=[CH:18][CH:17]=[CH:16][CH:15]=3)[C:6]([C:20]3[CH:25]=[CH:24][CH:23]=[CH:22][CH:21]=3)=[N:5][C:4]=2[C:3]=1C(O)=O.Cl.[CH2:30]([NH:32][CH2:33][C:34]([OH:36])=[O:35])C.C(N([CH2:42][CH3:43])CC)C.C1CN([P+]([O:60]N2N=NC3C=CC=CC2=3)(N2CCCC2)N2CCCC2)CC1.F[P-](F)(F)(F)(F)F. Given the product [OH:1][C:2]1[C:3]([C:30]([NH:32][CH2:33][C:34]([O:36][CH2:42][CH3:43])=[O:35])=[O:60])=[C:4]2[C:9](=[CH:10][CH:11]=1)[N:8]=[C:7]([NH:12][CH2:13][C:14]1[CH:19]=[CH:18][CH:17]=[CH:16][CH:15]=1)[C:6]([C:20]1[CH:25]=[CH:24][CH:23]=[CH:22][CH:21]=1)=[N:5]2, predict the reactants needed to synthesize it. (3) Given the product [CH3:1][O:2][C:3]1[CH:4]=[C:5]([C:9]2[CH:14]=[CH:13][CH:12]=[C:11]([CH:15]3[S:21][CH2:17][CH2:18][CH2:19][S:20]3)[CH:10]=2)[CH:6]=[CH:7][CH:8]=1, predict the reactants needed to synthesize it. The reactants are: [CH3:1][O:2][C:3]1[CH:4]=[C:5]([C:9]2[CH:14]=[CH:13][CH:12]=[C:11]([CH:15]=O)[CH:10]=2)[CH:6]=[CH:7][CH:8]=1.[CH2:17]([SH:21])[CH2:18][CH2:19][SH:20].C(=O)(O)[O-].[Na+]. (4) The reactants are: [OH:1][C:2]1[C:9]([N+:10]([O-:12])=[O:11])=[CH:8][CH:7]=[CH:6][C:3]=1[CH:4]=[O:5].O[C:14]1C=CC([N+]([O-])=O)=CC=1C=O. Given the product [CH3:14][O:1][C:2]1[C:9]([N+:10]([O-:12])=[O:11])=[CH:8][CH:7]=[CH:6][C:3]=1[CH:4]=[O:5], predict the reactants needed to synthesize it. (5) Given the product [Si:36]([O:12][CH2:11][C@H:10]1[O:9][C@H:8]2[C@H:4]([N:5]=[C:6]([N:13]([CH2:21][CH2:22][CH3:23])[C:14](=[O:20])[O:15][C:16]([CH3:19])([CH3:17])[CH3:18])[S:7]2)[C@@H:3]([OH:24])[C@@H:2]1[OH:1])([C:32]([CH3:35])([CH3:34])[CH3:33])([CH3:38])[CH3:37], predict the reactants needed to synthesize it. The reactants are: [OH:1][C@@H:2]1[C@@H:10]([CH2:11][OH:12])[O:9][C@H:8]2[C@H:4]([N:5]=[C:6]([N:13]([CH2:21][CH2:22][CH3:23])[C:14](=[O:20])[O:15][C:16]([CH3:19])([CH3:18])[CH3:17])[S:7]2)[C@H:3]1[OH:24].C(N(CC)CC)C.[C:32]([Si:36](Cl)([CH3:38])[CH3:37])([CH3:35])([CH3:34])[CH3:33]. (6) Given the product [Cl:15][C:16]1[C:17]([N:1]2[CH2:6][CH2:5][CH2:4][C@@H:3]([NH:7][C:8](=[O:14])[O:9][C:10]([CH3:11])([CH3:13])[CH3:12])[CH2:2]2)=[C:18]2[C:24]([NH:25][C:26]([CH:28]3[CH2:29][CH2:30][CH2:31][CH2:32]3)=[O:27])=[CH:23][NH:22][C:19]2=[N:20][CH:21]=1, predict the reactants needed to synthesize it. The reactants are: [NH:1]1[CH2:6][CH2:5][CH2:4][C@@H:3]([NH:7][C:8](=[O:14])[O:9][C:10]([CH3:13])([CH3:12])[CH3:11])[CH2:2]1.[Cl:15][C:16]1[C:17](F)=[C:18]2[C:24]([NH:25][C:26]([CH:28]3[CH2:32][CH2:31][CH2:30][CH2:29]3)=[O:27])=[CH:23][NH:22][C:19]2=[N:20][CH:21]=1.